Dataset: Reaction yield outcomes from USPTO patents with 853,638 reactions. Task: Predict the reaction yield, written as a fraction of the theoretical maximum amount of product (1.0 means a 100% yield; for example, 0.34 means a 34% yield). The reactants are OC1C2C(=C(N)C=CC=2)N=C(C(O)=O)C=1.C[O:17][C:18]([C:20]1[CH:29]=[C:28]([OH:30])[C:27]2[C:22](=[C:23]([NH2:39])[CH:24]=[C:25]([CH2:31][CH2:32][C:33]3[CH:38]=[CH:37][CH:36]=[CH:35][CH:34]=3)[CH:26]=2)[N:21]=1)=[O:19]. No catalyst specified. The product is [C:33]1([CH2:32][CH2:31][C:25]2[CH:26]=[C:27]3[C:22](=[C:23]([NH2:39])[CH:24]=2)[N:21]=[C:20]([C:18]([OH:19])=[O:17])[CH:29]=[C:28]3[OH:30])[CH:34]=[CH:35][CH:36]=[CH:37][CH:38]=1. The yield is 0.790.